Dataset: Peptide-MHC class I binding affinity with 185,985 pairs from IEDB/IMGT. Task: Regression. Given a peptide amino acid sequence and an MHC pseudo amino acid sequence, predict their binding affinity value. This is MHC class I binding data. The peptide sequence is KMKEIAEAY. The MHC is HLA-B57:01 with pseudo-sequence HLA-B57:01. The binding affinity (normalized) is 0.264.